Dataset: NCI-60 drug combinations with 297,098 pairs across 59 cell lines. Task: Regression. Given two drug SMILES strings and cell line genomic features, predict the synergy score measuring deviation from expected non-interaction effect. (1) Drug 1: CN1C(=O)N2C=NC(=C2N=N1)C(=O)N. Drug 2: CC1C(C(CC(O1)OC2CC(CC3=C2C(=C4C(=C3O)C(=O)C5=C(C4=O)C(=CC=C5)OC)O)(C(=O)CO)O)N)O.Cl. Cell line: LOX IMVI. Synergy scores: CSS=44.4, Synergy_ZIP=-6.51, Synergy_Bliss=-3.89, Synergy_Loewe=-29.0, Synergy_HSA=-1.66. (2) Drug 1: CCC1(CC2CC(C3=C(CCN(C2)C1)C4=CC=CC=C4N3)(C5=C(C=C6C(=C5)C78CCN9C7C(C=CC9)(C(C(C8N6C)(C(=O)OC)O)OC(=O)C)CC)OC)C(=O)OC)O.OS(=O)(=O)O. Drug 2: C1CC(=O)NC(=O)C1N2C(=O)C3=CC=CC=C3C2=O. Cell line: SN12C. Synergy scores: CSS=-0.203, Synergy_ZIP=0.944, Synergy_Bliss=-1.45, Synergy_Loewe=-1.40, Synergy_HSA=-2.82. (3) Drug 1: COCCOC1=C(C=C2C(=C1)C(=NC=N2)NC3=CC=CC(=C3)C#C)OCCOC.Cl. Drug 2: N.N.Cl[Pt+2]Cl. Synergy scores: CSS=36.0, Synergy_ZIP=-11.9, Synergy_Bliss=-3.24, Synergy_Loewe=-3.18, Synergy_HSA=-0.972. Cell line: HCT-15.